Dataset: Reaction yield outcomes from USPTO patents with 853,638 reactions. Task: Predict the reaction yield, written as a fraction of the theoretical maximum amount of product (1.0 means a 100% yield; for example, 0.34 means a 34% yield). (1) The reactants are [ClH:1].O1CCOCC1.[N:8]1[CH:13]=[CH:12][CH:11]=[C:10]([CH2:14][CH2:15][CH:16]2[CH2:21][N:20](C(OC(C)(C)C)=O)[CH2:19][CH2:18][N:17]2[C:29]([O:31][CH2:32][C:33]2[CH:38]=[CH:37][CH:36]=[CH:35][CH:34]=2)=[O:30])[CH:9]=1. The catalyst is CO. The product is [ClH:1].[ClH:1].[N:8]1[CH:13]=[CH:12][CH:11]=[C:10]([CH2:14][CH2:15][CH:16]2[CH2:21][NH:20][CH2:19][CH2:18][N:17]2[C:29]([O:31][CH2:32][C:33]2[CH:38]=[CH:37][CH:36]=[CH:35][CH:34]=2)=[O:30])[CH:9]=1. The yield is 0.580. (2) The reactants are [Br:1][C:2]1[CH:8]=[C:7]([N+:9]([O-:11])=[O:10])[C:5]([NH2:6])=[C:4]([F:12])[CH:3]=1.[H-].[Na+].Cl[C:16]([O:18][CH2:19][CH3:20])=[O:17]. The catalyst is C1COCC1. The product is [CH2:19]([O:18][C:16]([N:6]([C:16]([O:18][CH2:19][CH3:20])=[O:17])[C:5]1[C:7]([N+:9]([O-:11])=[O:10])=[CH:8][C:2]([Br:1])=[CH:3][C:4]=1[F:12])=[O:17])[CH3:20]. The yield is 0.430. (3) The reactants are F[C:2]1[CH:10]=[CH:9][C:8]([C:11]#[N:12])=[C:7]2[C:3]=1[CH:4]=[C:5]([C:23]1[CH2:24][CH2:25][N:26]([S:29]([CH3:32])(=[O:31])=[O:30])[CH2:27][CH:28]=1)[N:6]2[S:13]([C:16]1[CH:22]=[CH:21][C:19]([CH3:20])=[CH:18][CH:17]=1)(=[O:15])=[O:14].[NH:33]1[CH2:38][CH2:37][CH2:36][C@@H:35]([NH:39][C:40]([C:42]2[S:43][CH:44]=[CH:45][N:46]=2)=[O:41])[CH2:34]1.O. The catalyst is CS(C)=O. The product is [C:11]([C:8]1[CH:9]=[CH:10][C:2]([N:33]2[CH2:38][CH2:37][CH2:36][C@@H:35]([NH:39][C:40]([C:42]3[S:43][CH:44]=[CH:45][N:46]=3)=[O:41])[CH2:34]2)=[C:3]2[C:7]=1[N:6]([S:13]([C:16]1[CH:22]=[CH:21][C:19]([CH3:20])=[CH:18][CH:17]=1)(=[O:14])=[O:15])[C:5]([C:23]1[CH2:24][CH2:25][N:26]([S:29]([CH3:32])(=[O:31])=[O:30])[CH2:27][CH:28]=1)=[CH:4]2)#[N:12]. The yield is 0.0700. (4) The reactants are C([O:8][C:9]1[CH:10]=[CH:11][C:12]2[N:13]([CH2:25][OH:26])[C:14]3[C:19]([C:20]=2[CH:21]=1)=[CH:18][C:17]([N:22]([CH3:24])[CH3:23])=[CH:16][CH:15]=3)C1C=CC=CC=1.[C:27](O)(=O)C. The catalyst is CO.[Pd]. The product is [CH3:23][N:22]([CH3:24])[C:17]1[CH:18]=[C:19]2[C:14](=[CH:15][CH:16]=1)[N:13]([CH2:25][O:26][CH3:27])[C:12]1[CH:11]=[CH:10][C:9]([OH:8])=[CH:21][C:20]2=1. The yield is 1.00. (5) The catalyst is C1COCC1. The yield is 0.500. The reactants are [NH2:1][C:2](=[N:8][NH2:9])[C:3]([O:5][CH2:6][CH3:7])=[O:4].[CH:10]1([CH2:16][C:17](Cl)=[O:18])[CH2:15][CH2:14][CH2:13][CH2:12][CH2:11]1. The product is [NH2:1][C:2](=[N:8][NH:9][C:17](=[O:18])[CH2:16][CH:10]1[CH2:15][CH2:14][CH2:13][CH2:12][CH2:11]1)[C:3]([O:5][CH2:6][CH3:7])=[O:4].